From a dataset of Full USPTO retrosynthesis dataset with 1.9M reactions from patents (1976-2016). Predict the reactants needed to synthesize the given product. (1) The reactants are: C(=O)([O-])[O-].[K+].[K+].[I-].[Na+].Br[CH2:10][CH:11]1[CH2:15][CH2:14][CH2:13][O:12]1.[O:16]=[S:17]1(=[O:34])[CH2:22][CH2:21][N:20]2[CH:23]=[CH:24][CH:25]=[C:26]([C:27]3[CH:32]=[CH:31][C:30]([OH:33])=[CH:29][CH:28]=3)[C:19]2=[N:18]1. Given the product [O:12]1[CH2:13][CH2:14][CH2:15][CH:11]1[CH2:10][O:33][C:30]1[CH:29]=[CH:28][C:27]([C:26]2[C:19]3=[N:18][S:17](=[O:34])(=[O:16])[CH2:22][CH2:21][N:20]3[CH:23]=[CH:24][CH:25]=2)=[CH:32][CH:31]=1, predict the reactants needed to synthesize it. (2) The reactants are: [C:1]1([C:7]2[CH:12]=[C:11]([CH2:13][CH2:14][S:15](=[O:19])(=[O:18])[NH:16][CH3:17])[CH:10]=[CH:9][C:8]=2[NH:20][C:21]([C:23]2[N:24](COCC[Si](C)(C)C)[CH:25]=[C:26]([C:28]#[N:29])[N:27]=2)=[O:22])[CH2:6][CH2:5][CH2:4][CH2:3][CH:2]=1.CO.C(O)(C(F)(F)F)=O. Given the product [C:1]1([C:7]2[CH:12]=[C:11]([CH2:13][CH2:14][S:15](=[O:18])(=[O:19])[NH:16][CH3:17])[CH:10]=[CH:9][C:8]=2[NH:20][C:21]([C:23]2[NH:24][CH:25]=[C:26]([C:28]#[N:29])[N:27]=2)=[O:22])[CH2:6][CH2:5][CH2:4][CH2:3][CH:2]=1, predict the reactants needed to synthesize it. (3) Given the product [Cl:1][C:2]1[CH:7]=[C:6]([CH2:8][OH:9])[CH:5]=[C:4]([Cl:13])[C:3]=1[NH:14][C:15](=[O:30])[C:16]1[CH:21]=[CH:20][C:19]([O:22][CH3:23])=[C:18]([O:24][CH:25]2[CH2:26][CH2:27][CH2:28][CH2:29]2)[CH:17]=1, predict the reactants needed to synthesize it. The reactants are: [Cl:1][C:2]1[CH:7]=[C:6]([C:8](OCC)=[O:9])[CH:5]=[C:4]([Cl:13])[C:3]=1[NH:14][C:15](=[O:30])[C:16]1[CH:21]=[CH:20][C:19]([O:22][CH3:23])=[C:18]([O:24][CH:25]2[CH2:29][CH2:28][CH2:27][CH2:26]2)[CH:17]=1.[BH4-].[Li+]. (4) Given the product [CH3:33][CH:14]([CH3:13])[CH2:15][CH:16]([C:22]1[CH:23]=[CH:24][C:25]([C:26]([O:28][CH2:29][CH3:30])=[O:27])=[CH:31][CH:32]=1)[NH:1][C:2]1[CH:3]=[N:4][C:5]2[C:10]([C:11]=1[CH3:12])=[CH:9][CH:8]=[CH:7][CH:6]=2, predict the reactants needed to synthesize it. The reactants are: [NH2:1][C:2]1[CH:3]=[N:4][C:5]2[C:10]([C:11]=1[CH3:12])=[CH:9][CH:8]=[CH:7][CH:6]=2.[CH3:13][CH:14]([CH3:33])[CH2:15][CH:16]([C:22]1[CH:32]=[CH:31][C:25]([C:26]([O:28][CH2:29][CH3:30])=[O:27])=[CH:24][CH:23]=1)OS(C)(=O)=O.C(=O)([O-])[O-].[K+].[K+].